From a dataset of Peptide-MHC class I binding affinity with 185,985 pairs from IEDB/IMGT. Regression. Given a peptide amino acid sequence and an MHC pseudo amino acid sequence, predict their binding affinity value. This is MHC class I binding data. The peptide sequence is TYGLNTFTN. The MHC is HLA-A24:02 with pseudo-sequence HLA-A24:02. The binding affinity (normalized) is 0.318.